Dataset: Forward reaction prediction with 1.9M reactions from USPTO patents (1976-2016). Task: Predict the product of the given reaction. (1) Given the reactants [NH2:1][C:2]1[C:3]([C:7]2[N:11]([CH:12]([CH3:15])[C:13]#[N:14])[C:10]3[CH:16]=[CH:17][CH:18]=[CH:19][C:9]=3[N:8]=2)=[N:4][O:5][N:6]=1.CO.Cl, predict the reaction product. The product is: [NH2:14][CH2:13][CH:12]([N:11]1[C:10]2[CH:16]=[CH:17][CH:18]=[CH:19][C:9]=2[N:8]=[C:7]1[C:3]1[C:2]([NH2:1])=[N:6][O:5][N:4]=1)[CH3:15]. (2) Given the reactants C([O:8][C:9]([C@@:11]1([CH2:60][F:61])[CH2:16][CH2:15][C:14]([C:17]2[C:18]([CH3:59])([CH3:58])[C@H:19]3[C@:32]([CH3:35])([CH2:33][CH:34]=2)[C@@H:31]2[C@:22]([CH3:57])([C@@:23]4([CH3:56])[C@H:28]([CH2:29][CH2:30]2)[C@H:27]2[C@H:36]([C:39]([CH3:41])=[CH2:40])[CH2:37][CH2:38][C@:26]2([NH:42][CH2:43][CH2:44][N:45]2[CH2:50][CH2:49][S:48][CH2:47][CH:46]2[C:51]([O:53]CC)=[O:52])[CH2:25][CH2:24]4)[CH2:21][CH2:20]3)=[CH:13][CH2:12]1)=[O:10])C1C=CC=CC=1.[OH-].[Na+], predict the reaction product. The product is: [C:9]([C@@:11]1([CH2:60][F:61])[CH2:16][CH2:15][C:14]([C:17]2[C:18]([CH3:59])([CH3:58])[C@H:19]3[C@:32]([CH3:35])([CH2:33][CH:34]=2)[C@@H:31]2[C@:22]([CH3:57])([C@@:23]4([CH3:56])[C@H:28]([CH2:29][CH2:30]2)[C@H:27]2[C@H:36]([C:39]([CH3:41])=[CH2:40])[CH2:37][CH2:38][C@:26]2([NH:42][CH2:43][CH2:44][N:45]2[CH2:50][CH2:49][S:48][CH2:47][CH:46]2[C:51]([OH:53])=[O:52])[CH2:25][CH2:24]4)[CH2:21][CH2:20]3)=[CH:13][CH2:12]1)([OH:10])=[O:8]. (3) Given the reactants [CH3:1][O:2][C:3]1[CH:56]=[CH:55][C:6]([CH2:7][N:8]2[C:12]3=[N:13][CH:14]=[CH:15][C:16]([O:17][C:18]4[CH:23]=[CH:22][C:21]([NH:24][C:25]([C:27]5[C:32](=[O:33])[N:31]([C:34]6[CH:39]=[CH:38][C:37]([F:40])=[CH:36][CH:35]=6)[N:30]=[CH:29][CH:28]=5)=[O:26])=[CH:20][C:19]=4[F:41])=[C:11]3[C:10]([CH:42]3[CH2:47][CH2:46][N:45](C(OC(C)(C)C)=O)[CH2:44][CH2:43]3)=[N:9]2)=[CH:5][CH:4]=1.FC(F)(F)C(O)=O, predict the reaction product. The product is: [F:41][C:19]1[CH:20]=[C:21]([NH:24][C:25]([C:27]2[C:32](=[O:33])[N:31]([C:34]3[CH:35]=[CH:36][C:37]([F:40])=[CH:38][CH:39]=3)[N:30]=[CH:29][CH:28]=2)=[O:26])[CH:22]=[CH:23][C:18]=1[O:17][C:16]1[CH:15]=[CH:14][N:13]=[C:12]2[N:8]([CH2:7][C:6]3[CH:5]=[CH:4][C:3]([O:2][CH3:1])=[CH:56][CH:55]=3)[N:9]=[C:10]([CH:42]3[CH2:47][CH2:46][NH:45][CH2:44][CH2:43]3)[C:11]=12. (4) Given the reactants [CH3:1][C:2]1[N:3]=[C:4]([C:22]2[CH:27]=[CH:26][C:25]([C:28]([F:31])([F:30])[F:29])=[CH:24][CH:23]=2)[S:5][C:6]=1[CH2:7][CH2:8][O:9][C:10]1[CH:18]=[C:17]2[C:13]([C:14]([CH2:19][CH2:20][CH3:21])=[CH:15][NH:16]2)=[CH:12][CH:11]=1.Br[CH2:33][C:34]([O:36][C:37]([CH3:40])([CH3:39])[CH3:38])=[O:35].[H-].[Na+], predict the reaction product. The product is: [C:37]([O:36][C:34](=[O:35])[CH2:33][N:16]1[C:17]2[C:13](=[CH:12][CH:11]=[C:10]([O:9][CH2:8][CH2:7][C:6]3[S:5][C:4]([C:22]4[CH:23]=[CH:24][C:25]([C:28]([F:31])([F:30])[F:29])=[CH:26][CH:27]=4)=[N:3][C:2]=3[CH3:1])[CH:18]=2)[C:14]([CH2:19][CH2:20][CH3:21])=[CH:15]1)([CH3:40])([CH3:39])[CH3:38]. (5) Given the reactants CN(C)CCC([N:12]1[CH:16]=[C:15]([NH2:17])[CH:14]=[N:13]1)C1C=CC=CC=1.[NH2:19][C:20]1[C:25]([CH2:26]O)=[CH:24][CH:23]=[CH:22][N:21]=1, predict the reaction product. The product is: [NH2:17][C:15]1[CH:16]=[N:12][N:13]([CH2:26][C:25]2[C:20]([NH2:19])=[N:21][CH:22]=[CH:23][CH:24]=2)[CH:14]=1. (6) Given the reactants C(OC([N:8]1[C:12]2[CH:13]=[CH:14][CH:15]=[CH:16][C:11]=2[N:10]=[C:9]1[CH2:17][N:18]([CH2:29][CH2:30][NH:31]C(OC(C)(C)C)=O)[CH:19]1[C:28]2[N:27]=[CH:26][CH:25]=[CH:24][C:23]=2[CH2:22][CH2:21][CH2:20]1)=O)(C)(C)C.FC(F)(F)C(O)=O.[OH-].[Na+], predict the reaction product. The product is: [NH:8]1[C:12]2[CH:13]=[CH:14][CH:15]=[CH:16][C:11]=2[N:10]=[C:9]1[CH2:17][N:18]([CH:19]1[C:28]2[N:27]=[CH:26][CH:25]=[CH:24][C:23]=2[CH2:22][CH2:21][CH2:20]1)[CH2:29][CH2:30][NH2:31]. (7) Given the reactants [Cl:1][C:2]1[CH:10]=[C:9]2[C:5]([C:6](/[CH:11]=[C:12](\[N+]([O-])=O)/[CH3:13])=[CH:7][NH:8]2)=[CH:4][C:3]=1[F:17].S(=O)(O)[O-:19].[Na+], predict the reaction product. The product is: [Cl:1][C:2]1[CH:10]=[C:9]2[C:5]([C:6]([CH2:11][C:12](=[O:19])[CH3:13])=[CH:7][NH:8]2)=[CH:4][C:3]=1[F:17]. (8) The product is: [F:1][C:2]1[C:20]2[C:19](=[O:21])[C:18]([C:22]([OH:24])=[O:23])=[CH:17][N:7]3[C@H:8]([C:11]4[CH:16]=[CH:15][CH:14]=[CH:13][CH:12]=4)[CH2:9][O:10][C:5]([C:6]=23)=[C:4]([NH:27][CH2:28][CH2:29][NH:30][C:31]2[CH:36]=[CH:35][CH:34]=[CH:33][N:32]=2)[C:3]=1[F:37]. Given the reactants [F:1][C:2]1[C:20]2[C:19](=[O:21])[C:18]([C:22]([O:24]CC)=[O:23])=[CH:17][N:7]3[C@H:8]([C:11]4[CH:16]=[CH:15][CH:14]=[CH:13][CH:12]=4)[CH2:9][O:10][C:5]([C:6]=23)=[C:4]([NH:27][CH2:28][CH2:29][NH:30][C:31]2[CH:36]=[CH:35][CH:34]=[CH:33][N:32]=2)[C:3]=1[F:37].[OH-].[Na+].Cl.O, predict the reaction product.